Dataset: Forward reaction prediction with 1.9M reactions from USPTO patents (1976-2016). Task: Predict the product of the given reaction. Given the reactants [NH:1]1[CH2:6][CH2:5][CH2:4][C:3]2([C:14]3[C:9](=[CH:10][CH:11]=[CH:12][CH:13]=3)[NH:8][C:7]2=[O:15])[CH2:2]1.[CH:16]1([CH:19]=O)[CH2:18][CH2:17]1.C, predict the reaction product. The product is: [CH:16]1([CH2:19][N:1]2[CH2:6][CH2:5][CH2:4][C:3]3([C:14]4[C:9](=[CH:10][CH:11]=[CH:12][CH:13]=4)[NH:8][C:7]3=[O:15])[CH2:2]2)[CH2:18][CH2:17]1.